From a dataset of Forward reaction prediction with 1.9M reactions from USPTO patents (1976-2016). Predict the product of the given reaction. The product is: [NH2:1][C:2]1[C:11]2[N:12]=[C:13]([CH2:28][O:29][CH2:30][CH3:31])[N:14]([CH2:15][C:16]([NH:19][C:20]([CH:22]3[CH2:27][CH2:26][CH2:25][CH2:24][CH2:23]3)=[O:21])([CH3:17])[CH3:18])[C:10]=2[C:9]2[CH:8]=[C:7]([OH:32])[CH:6]=[CH:5][C:4]=2[N:3]=1. Given the reactants [NH2:1][C:2]1[C:11]2[N:12]=[C:13]([CH2:28][O:29][CH2:30][CH3:31])[N:14]([CH2:15][C:16]([NH:19][C:20]([CH:22]3[CH2:27][CH2:26][CH2:25][CH2:24][CH2:23]3)=[O:21])([CH3:18])[CH3:17])[C:10]=2[C:9]2[CH:8]=[C:7]([O:32]CC3C=CC=CC=3)[CH:6]=[CH:5][C:4]=2[N:3]=1.[H][H], predict the reaction product.